Dataset: Reaction yield outcomes from USPTO patents with 853,638 reactions. Task: Predict the reaction yield, written as a fraction of the theoretical maximum amount of product (1.0 means a 100% yield; for example, 0.34 means a 34% yield). (1) The reactants are [C:1]([C:5]1[CH:6]=[C:7]2[C:11](=[CH:12][C:13]=1[N+:14]([O-])=O)[NH:10][CH:9]=[CH:8]2)([CH3:4])([CH3:3])[CH3:2]. The catalyst is CO.[Ni]. The product is [C:1]([C:5]1[CH:6]=[C:7]2[C:11](=[CH:12][C:13]=1[NH2:14])[NH:10][CH:9]=[CH:8]2)([CH3:4])([CH3:2])[CH3:3]. The yield is 0.870. (2) The reactants are C([O:4][C:5]1[CH:6]=[C:7]2[C:12](=[CH:13][CH:14]=1)[N:11]=[CH:10][C:9](Br)=[CH:8]2)(=O)C.[CH3:16][N:17]1[CH:21]=[C:20](B2OC(C)(C)C(C)(C)O2)[CH:19]=[N:18]1.C([O-])([O-])=O.[Na+].[Na+]. The catalyst is CN(C=O)C.C1C=CC([P]([Pd]([P](C2C=CC=CC=2)(C2C=CC=CC=2)C2C=CC=CC=2)([P](C2C=CC=CC=2)(C2C=CC=CC=2)C2C=CC=CC=2)[P](C2C=CC=CC=2)(C2C=CC=CC=2)C2C=CC=CC=2)(C2C=CC=CC=2)C2C=CC=CC=2)=CC=1. The product is [CH3:16][N:17]1[CH:21]=[C:20]([C:9]2[CH:10]=[N:11][C:12]3[C:7]([CH:8]=2)=[CH:6][C:5]([OH:4])=[CH:14][CH:13]=3)[CH:19]=[N:18]1. The yield is 0.650. (3) The reactants are [NH2:1][C:2]1[C:3]([N+:18]([O-])=O)=[C:4]([CH:9]=[C:10]([N:12]2[CH2:17][CH2:16][O:15][CH2:14][CH2:13]2)[CH:11]=1)[C:5]([O:7][CH3:8])=[O:6]. The catalyst is CO.[Pd]. The product is [NH2:18][C:3]1[C:2]([NH2:1])=[CH:11][C:10]([N:12]2[CH2:17][CH2:16][O:15][CH2:14][CH2:13]2)=[CH:9][C:4]=1[C:5]([O:7][CH3:8])=[O:6]. The yield is 0.960. (4) The reactants are C[Si]([N-][Si](C)(C)C)(C)C.[Li+].F[C:12]1[CH:17]=[C:16]([O:18][CH3:19])[CH:15]=[CH:14][C:13]=1[C:20]1[N:29]=[CH:28][C:27]2[C:22](=[CH:23][C:24](OC)=[CH:25][C:26]=2OC)[N:21]=1.[N:34]1([CH2:40][CH2:41][NH2:42])[CH2:39][CH2:38][O:37][CH2:36][CH2:35]1.C1C[O:46]CC1. The catalyst is [NH4+].[Cl-]. The product is [CH3:19][O:18][C:16]1[CH:17]=[CH:12][C:13]([C:20]2[N:29]([NH:42][CH2:41][CH2:40][N:34]3[CH2:39][CH2:38][O:37][CH2:36][CH2:35]3)[C:28](=[O:46])[C:27]3[C:22](=[CH:23][CH:24]=[CH:25][CH:26]=3)[N:21]=2)=[CH:14][CH:15]=1. The yield is 0.380. (5) The reactants are [NH2:1][C:2]1[CH:7]=[CH:6][CH:5]=[CH:4][C:3]=1[NH:8][C:9]1[N:14]=[CH:13][N:12]=[C:11]([N:15]([CH3:31])[C:16]([NH:18][C:19]2[C:24]([Cl:25])=[C:23]([O:26][CH3:27])[CH:22]=[C:21]([O:28][CH3:29])[C:20]=2[Cl:30])=[O:17])[CH:10]=1.C(N(CC)CC)C.[C:39](O)(=[O:43])/[CH:40]=[CH:41]\[CH3:42].C(Cl)Cl.C(P1(=O)OP(=O)(CCC)OP(=O)(CCC)O1)CC. The product is [Cl:25][C:24]1[C:23]([O:26][CH3:27])=[CH:22][C:21]([O:28][CH3:29])=[C:20]([Cl:30])[C:19]=1[NH:18][C:16](=[O:17])[N:15]([C:11]1[N:12]=[CH:13][N:14]=[C:9]([NH:8][C:3]2[CH:4]=[CH:5][CH:6]=[CH:7][C:2]=2[NH:1][C:39](=[O:43])/[CH:40]=[CH:41]\[CH3:42])[CH:10]=1)[CH3:31]. The yield is 0.370. No catalyst specified. (6) The reactants are [CH3:1][O:2][C:3]1[CH:4]=[C:5]2[C:10](=[CH:11][C:12]=1[O:13][CH3:14])[N:9]=[CH:8][N:7]=[C:6]2[O:15][C:16]1[CH:22]=[CH:21][C:19]([NH2:20])=[C:18]([N+:23]([O-:25])=[O:24])[CH:17]=1.Cl[C:27](Cl)([O:29][C:30](=[O:36])OC(Cl)(Cl)Cl)Cl.[CH:38]1(CO)[CH2:44][CH2:43][CH2:42][CH2:41][CH2:40][CH2:39]1.C(=O)(O)[O-].[Na+]. The catalyst is C(Cl)Cl.C(N(CC)CC)C.C1(C)C=CC=CC=1. The product is [CH3:1][O:2][C:3]1[CH:4]=[C:5]2[C:10](=[CH:11][C:12]=1[O:13][CH3:14])[N:9]=[CH:8][N:7]=[C:6]2[O:15][C:16]1[CH:22]=[CH:21][C:19]([NH:20][C:30](=[O:36])[O:29][CH2:27][CH:38]2[CH2:44][CH2:43][CH2:42][CH2:41][CH2:40][CH2:39]2)=[C:18]([N+:23]([O-:25])=[O:24])[CH:17]=1. The yield is 0.800.